Dataset: Reaction yield outcomes from USPTO patents with 853,638 reactions. Task: Predict the reaction yield, written as a fraction of the theoretical maximum amount of product (1.0 means a 100% yield; for example, 0.34 means a 34% yield). (1) The reactants are C(N1[C:11]2=[CH:12][C:13]3[C:17](=[CH:18][C:10]2=C(C2SC(Br)=CC=2)C1=O)[N:16](CCCCCC)[C:15](=O)[C:14]=3[C:26]1S[C:28](Br)=[CH:29][CH:30]=1)CCCCC.[O-]P([O-])([O-])=O.[K+].[K+].[K+].C1(C)C=CC=CC=1.O.BrC1SC=CC=1. The yield is 0.850. The catalyst is C1(C)C=CC=CC=1.C1C=CC(/C=C/C(/C=C/C2C=CC=CC=2)=O)=CC=1.C1C=CC(/C=C/C(/C=C/C2C=CC=CC=2)=O)=CC=1.C1C=CC(/C=C/C(/C=C/C2C=CC=CC=2)=O)=CC=1.[Pd].[Pd].CO. The product is [CH:28]1[C:15]2[NH:16][C:17]3[C:13](=[CH:12][CH:11]=[CH:10][CH:18]=3)[C:14]=2[CH:26]=[CH:30][CH:29]=1. (2) The reactants are S(=O)(=O)(O)O.[NH2:6][C:7]1[C:8]([C:25]([NH2:27])=[O:26])=[CH:9][C:10]2[C:18]3[C:13](=[CH:14][CH:15]=[CH:16][CH:17]=3)[N:12]([CH2:19][C:20](O)([CH3:22])[CH3:21])[C:11]=2[N:24]=1.[OH-].[Na+].C(=O)(O)[O-:31].[Na+].[Cl:35][CH2:36][C:37]#[N:38]. The catalyst is O. The product is [NH2:6][C:7]1[C:8]([C:25]([NH2:27])=[O:26])=[CH:9][C:10]2[C:18]3[C:13](=[CH:14][CH:15]=[CH:16][CH:17]=3)[N:12]([CH2:19][C:20]([NH:38][C:37](=[O:31])[CH2:36][Cl:35])([CH3:21])[CH3:22])[C:11]=2[N:24]=1. The yield is 0.800. (3) The reactants are [N+:1]([O-:4])([O-])=[O:2].[K+].[Br:6][C:7]1[CH:16]=[CH:15][CH:14]=[C:13]2[C:8]=1[CH:9]=[CH:10][N:11]=[CH:12]2.[OH-].[NH4+]. The catalyst is S(=O)(=O)(O)O. The product is [Br:6][C:7]1[CH:16]=[CH:15][C:14]([N+:1]([O-:4])=[O:2])=[C:13]2[C:8]=1[CH:9]=[CH:10][N:11]=[CH:12]2. The yield is 0.900. (4) The reactants are [CH3:1][S:2][C:3]1[CH:4]=[CH:5][C:6]([C:9](=[CH:15][CH:16]2[CH2:21][CH2:20][O:19][CH2:18][CH2:17]2)[C:10]([O:12][CH2:13][CH3:14])=[O:11])=[N:7][CH:8]=1.[BH4-].[Na+].[Cl-].[NH4+]. The catalyst is CO. The product is [CH3:1][S:2][C:3]1[CH:4]=[CH:5][C:6]([CH:9]([CH2:15][CH:16]2[CH2:21][CH2:20][O:19][CH2:18][CH2:17]2)[C:10]([O:12][CH2:13][CH3:14])=[O:11])=[N:7][CH:8]=1. The yield is 0.590. (5) The reactants are [CH:1]([C:4]1[CH:9]=[CH:8][C:7]([CH:10]2[C:14]3[C:15]([CH3:30])=[C:16]([NH:21][C:22](=O)[O:23]CC(Cl)(Cl)Cl)[C:17]([CH3:20])=[C:18]([CH3:19])[C:13]=3[O:12][CH2:11]2)=[CH:6][CH:5]=1)([CH3:3])[CH3:2].[CH2:31]([NH2:34])[CH2:32][CH3:33]. The catalyst is CCCCCC.C(OCC)(=O)C. The product is [CH:1]([C:4]1[CH:9]=[CH:8][C:7]([CH:10]2[C:14]3[C:15]([CH3:30])=[C:16]([NH:21][C:22]([NH:34][CH2:31][CH2:32][CH3:33])=[O:23])[C:17]([CH3:20])=[C:18]([CH3:19])[C:13]=3[O:12][CH2:11]2)=[CH:6][CH:5]=1)([CH3:2])[CH3:3]. The yield is 0.530. (6) The reactants are [Cl:1][C:2]1[CH:11]=[CH:10][CH:9]=[C:8]2[C:3]=1[C:4](=[O:25])[N:5]([CH:22]1[CH2:24][CH2:23]1)[C:6]([C@@H:12]([NH:14]C(=O)OC(C)(C)C)[CH3:13])=[N:7]2.Cl. The catalyst is CCOC(C)=O.O. The product is [NH2:14][C@H:12]([C:6]1[N:5]([CH:22]2[CH2:24][CH2:23]2)[C:4](=[O:25])[C:3]2[C:8](=[CH:9][CH:10]=[CH:11][C:2]=2[Cl:1])[N:7]=1)[CH3:13]. The yield is 0.756. (7) The reactants are [OH-].[Na+].[NH2:3][C:4]1[C:13]([NH:14][C:15]([C:17]2[CH:22]=[N:21][CH:20]=[CH:19][N:18]=2)=[O:16])=[CH:12][CH:11]=[CH:10][C:5]=1[C:6]([O:8]C)=[O:7]. The catalyst is C1COCC1. The product is [NH2:3][C:4]1[C:13]([NH:14][C:15]([C:17]2[CH:22]=[N:21][CH:20]=[CH:19][N:18]=2)=[O:16])=[CH:12][CH:11]=[CH:10][C:5]=1[C:6]([OH:8])=[O:7]. The yield is 0.660.